Dataset: Full USPTO retrosynthesis dataset with 1.9M reactions from patents (1976-2016). Task: Predict the reactants needed to synthesize the given product. (1) Given the product [Cl:31][C:28]1[CH:29]=[CH:30][C:25]([C:23]2[O:24][C:20]3[CH:19]=[C:18]([N:13]([C:10]4[CH:11]=[CH:12][C:7]([B:49]5[O:53][C:52]([CH3:55])([CH3:54])[C:51]([CH3:57])([CH3:56])[O:50]5)=[C:8]([F:41])[CH:9]=4)[S:14]([CH3:17])(=[O:15])=[O:16])[C:37]([CH:38]4[CH2:39][CH2:40]4)=[CH:36][C:21]=3[C:22]=2[C:32]([NH:33][CH3:34])=[O:35])=[CH:26][CH:27]=1, predict the reactants needed to synthesize it. The reactants are: FC(F)(F)S(O[C:7]1[CH:12]=[CH:11][C:10]([N:13]([C:18]2[C:37]([CH:38]3[CH2:40][CH2:39]3)=[CH:36][C:21]3[C:22]([C:32](=[O:35])[NH:33][CH3:34])=[C:23]([C:25]4[CH:30]=[CH:29][C:28]([Cl:31])=[CH:27][CH:26]=4)[O:24][C:20]=3[CH:19]=2)[S:14]([CH3:17])(=[O:16])=[O:15])=[CH:9][C:8]=1[F:41])(=O)=O.C([O-])(=O)C.[K+].[B:49]1([B:49]2[O:53][C:52]([CH3:55])([CH3:54])[C:51]([CH3:57])([CH3:56])[O:50]2)[O:53][C:52]([CH3:55])([CH3:54])[C:51]([CH3:57])([CH3:56])[O:50]1. (2) Given the product [CH:1]1([CH2:4][N:5]([C:22]([C@H:19]2[CH2:20][CH2:21][C@H:16]([CH2:15][CH3:26])[CH2:17][CH2:18]2)=[O:23])[C:6]2[CH:10]=[CH:9][S:8][C:7]=2[C:11]([O:13][CH3:14])=[O:12])[CH2:2][CH2:3]1, predict the reactants needed to synthesize it. The reactants are: [CH:1]1([CH2:4][NH:5][C:6]2[CH:10]=[CH:9][S:8][C:7]=2[C:11]([O:13][CH3:14])=[O:12])[CH2:3][CH2:2]1.[CH3:15][C@H:16]1[CH2:21][CH2:20][C@H:19]([C:22](Cl)=[O:23])[CH2:18][CH2:17]1.Cl[CH2:26]CCl. (3) The reactants are: [F:1][CH:2]([F:12])[O:3][C:4]1[C:5]([O:10]C)=[N:6][CH:7]=[CH:8][CH:9]=1.B(Br)(Br)Br.O.C(=O)(O)[O-].[Na+]. Given the product [F:12][CH:2]([F:1])[O:3][C:4]1[C:5]([OH:10])=[N:6][CH:7]=[CH:8][CH:9]=1, predict the reactants needed to synthesize it. (4) Given the product [CH2:12]([O:19][C:20]([C@H:21]1[NH:22][C:24](=[O:25])[CH2:23]1)=[O:34])[C:13]1[CH:18]=[CH:17][CH:16]=[CH:15][CH:14]=1, predict the reactants needed to synthesize it. The reactants are: C1(C)C=CC(S(O)(=O)=O)=CC=1.[CH2:12]([O:19][C:20](=[O:34])[C@H:21]([CH2:23][C:24](OCC1C=CC=CC=1)=[O:25])[NH2:22])[C:13]1[CH:18]=[CH:17][CH:16]=[CH:15][CH:14]=1.C(N(CC)CC)C.C([Mg]Cl)(C)(C)C.C(Cl)Cl. (5) Given the product [CH:1]1([C:4]2[NH:8][N:7]=[C:6]([C:9]([F:11])([F:12])[F:10])[C:5]=2[F:14])[CH2:2][CH2:3]1, predict the reactants needed to synthesize it. The reactants are: [CH:1]1([C:4]2[NH:8][N:7]=[C:6]([C:9]([F:12])([F:11])[F:10])[CH:5]=2)[CH2:3][CH2:2]1.[B-](F)(F)(F)[F:14].[B-](F)(F)(F)F.C1[N+]2(CCl)CC[N+](F)(CC2)C1. (6) Given the product [CH:1]([O:4][C:5]1[CH:9]=[C:8]([CH2:10][CH2:11][CH2:12][OH:13])[N:7]([CH2:17][C:18]2[CH:23]=[CH:22][CH:21]=[CH:20][N:19]=2)[N:6]=1)([CH3:3])[CH3:2], predict the reactants needed to synthesize it. The reactants are: [CH:1]([O:4][C:5]1[CH:9]=[C:8]([CH2:10][CH2:11][C:12](OCC)=[O:13])[N:7]([CH2:17][C:18]2[CH:23]=[CH:22][CH:21]=[CH:20][N:19]=2)[N:6]=1)([CH3:3])[CH3:2].[H-].C([Al+]CC(C)C)C(C)C.C(O)C.[Cl-].[NH4+].